This data is from Reaction yield outcomes from USPTO patents with 853,638 reactions. The task is: Predict the reaction yield, written as a fraction of the theoretical maximum amount of product (1.0 means a 100% yield; for example, 0.34 means a 34% yield). (1) The reactants are [C:1]12([C:11](O)=[O:12])[CH2:10][CH:5]3[CH2:6][CH:7]([CH2:9][CH:3]([CH2:4]3)[CH2:2]1)[CH2:8]2.Br.[O:15]1[C:20]2[CH:21]=[CH:22][CH:23]=[C:24]([O:25][CH2:26][CH2:27][N:28]3[C:32]([CH3:33])=[C:31]([CH3:34])[S:30][C:29]3=[NH:35])[C:19]=2[O:18][CH2:17][CH2:16]1. No catalyst specified. The product is [O:15]1[C:20]2[CH:21]=[CH:22][CH:23]=[C:24]([O:25][CH2:26][CH2:27][N:28]3[C:32]([CH3:33])=[C:31]([CH3:34])[S:30][C:29]3=[N:35][C:11]([C:1]34[CH2:8][CH:7]5[CH2:6][CH:5]([CH2:4][CH:3]([CH2:9]5)[CH2:2]3)[CH2:10]4)=[O:12])[C:19]=2[O:18][CH2:17][CH2:16]1. The yield is 0.600. (2) The reactants are [F:1][C:2]([F:26])([F:25])[C:3]1[CH:4]=[C:5]([C:21]([F:24])([F:23])[F:22])[C:6]2[CH:7]=[CH:8][C:9]3[N:10]([CH:13]=[C:14]([C:16]4[O:17][CH:18]=[N:19][N:20]=4)[N:15]=3)[C:11]=2[N:12]=1.C1C(=O)N([Br:34])C(=O)C1.O. The catalyst is CN(C)C=O. The product is [Br:34][C:13]1[N:10]2[C:11]3[N:12]=[C:3]([C:2]([F:1])([F:25])[F:26])[CH:4]=[C:5]([C:21]([F:23])([F:24])[F:22])[C:6]=3[CH:7]=[CH:8][C:9]2=[N:15][C:14]=1[C:16]1[O:17][CH:18]=[N:19][N:20]=1. The yield is 0.880.